Dataset: NCI-60 drug combinations with 297,098 pairs across 59 cell lines. Task: Regression. Given two drug SMILES strings and cell line genomic features, predict the synergy score measuring deviation from expected non-interaction effect. (1) Drug 1: CNC(=O)C1=NC=CC(=C1)OC2=CC=C(C=C2)NC(=O)NC3=CC(=C(C=C3)Cl)C(F)(F)F. Drug 2: CC(C)(C#N)C1=CC(=CC(=C1)CN2C=NC=N2)C(C)(C)C#N. Cell line: SK-MEL-28. Synergy scores: CSS=-1.58, Synergy_ZIP=0.615, Synergy_Bliss=0.438, Synergy_Loewe=-5.23, Synergy_HSA=-3.72. (2) Cell line: SF-268. Drug 1: CC1C(C(CC(O1)OC2CC(CC3=C2C(=C4C(=C3O)C(=O)C5=C(C4=O)C(=CC=C5)OC)O)(C(=O)C)O)N)O.Cl. Synergy scores: CSS=16.5, Synergy_ZIP=-9.72, Synergy_Bliss=-14.1, Synergy_Loewe=-11.4, Synergy_HSA=-10.7. Drug 2: C1C(C(OC1N2C=C(C(=O)NC2=O)F)CO)O. (3) Drug 1: C1=CC(=CC=C1CCCC(=O)O)N(CCCl)CCCl. Drug 2: CS(=O)(=O)OCCCCOS(=O)(=O)C. Cell line: HCT116. Synergy scores: CSS=56.4, Synergy_ZIP=-2.27, Synergy_Bliss=-3.40, Synergy_Loewe=-12.7, Synergy_HSA=-1.08. (4) Drug 1: CCCS(=O)(=O)NC1=C(C(=C(C=C1)F)C(=O)C2=CNC3=C2C=C(C=N3)C4=CC=C(C=C4)Cl)F. Drug 2: C1=NC2=C(N=C(N=C2N1C3C(C(C(O3)CO)O)F)Cl)N. Cell line: SK-MEL-5. Synergy scores: CSS=29.0, Synergy_ZIP=-11.4, Synergy_Bliss=-7.85, Synergy_Loewe=-14.4, Synergy_HSA=-4.85. (5) Drug 1: CN(CC1=CN=C2C(=N1)C(=NC(=N2)N)N)C3=CC=C(C=C3)C(=O)NC(CCC(=O)O)C(=O)O. Drug 2: CNC(=O)C1=NC=CC(=C1)OC2=CC=C(C=C2)NC(=O)NC3=CC(=C(C=C3)Cl)C(F)(F)F. Cell line: UACC62. Synergy scores: CSS=66.2, Synergy_ZIP=1.74, Synergy_Bliss=1.90, Synergy_Loewe=-2.47, Synergy_HSA=4.64. (6) Drug 1: C1=CC(=CC=C1CCCC(=O)O)N(CCCl)CCCl. Drug 2: C1=NC(=NC(=O)N1C2C(C(C(O2)CO)O)O)N. Cell line: UACC62. Synergy scores: CSS=18.8, Synergy_ZIP=-7.19, Synergy_Bliss=-3.10, Synergy_Loewe=-1.21, Synergy_HSA=0.275.